From a dataset of Forward reaction prediction with 1.9M reactions from USPTO patents (1976-2016). Predict the product of the given reaction. Given the reactants [C:1]([O:5][C:6]([NH:8][C:9]([C:29](=[O:31])[NH2:30])([CH2:15][C:16]([O:18][CH:19]1[CH:24]([CH:25]([CH3:27])[CH3:26])[CH2:23][CH2:22][CH:21]([CH3:28])[CH2:20]1)=[O:17])[C:10]([O:12][CH2:13][CH3:14])=[O:11])=[O:7])([CH3:4])([CH3:3])[CH3:2], predict the reaction product. The product is: [C:1]([O:5][C:6]([NH:8][C@@:9]([C:29](=[O:31])[NH2:30])([CH2:15][C:16]([O:18][CH:19]1[CH:24]([CH:25]([CH3:26])[CH3:27])[CH2:23][CH2:22][CH:21]([CH3:28])[CH2:20]1)=[O:17])[C:10]([O:12][CH2:13][CH3:14])=[O:11])=[O:7])([CH3:2])([CH3:4])[CH3:3].